This data is from Forward reaction prediction with 1.9M reactions from USPTO patents (1976-2016). The task is: Predict the product of the given reaction. (1) The product is: [CH2:38]([CH:13]1[CH2:8][CH2:9][N:10]([C:14]([C:16]2[CH:21]=[CH:20][C:19]([O:22][C:23]3[C:32]4[C:27](=[CH:28][C:29]([O:35][CH3:36])=[C:30]([O:33][CH3:34])[CH:31]=4)[N:26]=[CH:25][CH:24]=3)=[C:18]([F:37])[CH:17]=2)=[O:15])[CH2:11][CH2:12]1)[C:39]1[CH:44]=[CH:43][CH:42]=[CH:41][CH:40]=1. Given the reactants C([CH:8]1[CH2:13][CH2:12][CH2:11][N:10]([C:14]([C:16]2[CH:21]=[CH:20][C:19]([O:22][C:23]3[C:32]4[C:27](=[CH:28][C:29]([O:35][CH3:36])=[C:30]([O:33][CH3:34])[CH:31]=4)[N:26]=[CH:25][CH:24]=3)=[C:18]([F:37])[CH:17]=2)=[O:15])[CH2:9]1)C1C=CC=CC=1.[CH2:38](C1CCN([C:38]([C:39]2[CH:44]=[CH:43][C:42](O)=[C:41](F)[CH:40]=2)=O)CC1)[C:39]1[CH:44]=[CH:43][CH:42]=[CH:41][CH:40]=1, predict the reaction product. (2) Given the reactants Br[C:2]1[CH:3]=[C:4]2[C:7](=[CH:8][CH:9]=1)[CH2:6][CH2:5]2.[Li]CCCC.[CH3:15][Si:16](Cl)([CH3:18])[CH3:17], predict the reaction product. The product is: [CH3:15][Si:16]([CH3:18])([CH3:17])[C:2]1[CH:3]=[C:4]2[C:7](=[CH:8][CH:9]=1)[CH2:6][CH2:5]2. (3) The product is: [Cl:47][C:48]1[CH:56]=[CH:55][C:54]([C:26]([N:23]2[CH2:22][CH2:21][N:20]([C:3]3[CH:4]=[CH:5][C:6]([N:8]4[CH2:12][C@H:11]([CH2:13][NH:14][C:15](=[O:16])[S:17][CH3:34])[O:10][C:9]4=[O:19])=[CH:7][C:2]=3[F:1])[CH2:25][CH2:24]2)=[O:28])=[CH:53][CH:49]=1. Given the reactants [F:1][C:2]1[CH:7]=[C:6]([N:8]2[CH2:12][C@H:11]([CH2:13][NH:14][C:15]([O:17]C)=[S:16])[O:10][C:9]2=[O:19])[CH:5]=[CH:4][C:3]=1[N:20]1[CH2:25][CH2:24][N:23]([C:26]([O:28]C(C)(C)C)=O)[CH2:22][CH2:21]1.F[C:34](F)(F)C(O)=O.C(N(CC)CC)C.[Cl:47][C:48]1[CH:56]=[CH:55][CH:54]=[CH:53][C:49]=1C(Cl)=O, predict the reaction product. (4) Given the reactants [NH:1]1[CH2:5][CH2:4][CH2:3][C@H:2]1[C:6]1[NH:7][C:8]([C:11]2[CH:12]=[C:13]3[CH2:26][O:25][C:24]4[C:15]5=[C:16]([CH:21]=[C:22]([C:27]6[NH:31][C:30]([C@@H:32]7[CH2:36][CH2:35][CH2:34][NH:33]7)=[N:29][CH:28]=6)[CH:23]=4)[CH2:17][O:18][C:19]([CH:20]=2)=[C:14]35)=[CH:9][N:10]=1.[CH3:37][O:38][C:39]([NH:41][C@@H:42]([CH:46]([CH3:48])[CH3:47])[C:43](O)=[O:44])=[O:40].CN(C(ON1N=NC2C=CC=NC1=2)=[N+](C)C)C.F[P-](F)(F)(F)(F)F.CN1CCOCC1, predict the reaction product. The product is: [CH3:47][CH:46]([CH3:48])[C@H:42]([NH:41][C:39](=[O:40])[O:38][CH3:37])[C:43](=[O:44])[N:33]1[CH2:34][CH2:35][CH2:36][C@H:32]1[C:30]1[NH:31][C:27]([C:22]2[CH:21]=[C:16]3[CH2:17][O:18][C:19]4[C:14]5=[C:13]([CH:12]=[C:11]([C:8]6[NH:7][C:6]([C@@H:2]7[CH2:3][CH2:4][CH2:5][NH:1]7)=[N:10][CH:9]=6)[CH:20]=4)[CH2:26][O:25][C:24]([CH:23]=2)=[C:15]35)=[CH:28][N:29]=1. (5) Given the reactants [CH2:1]([O:3][C:4](=[O:35])[CH2:5][C:6]1[CH:7]=[N:8][CH:9]=[C:10]([C:12]2[CH:17]=[CH:16][C:15]([C:18]([F:21])([F:20])[F:19])=[CH:14][C:13]=2[CH2:22][NH:23][CH2:24][C:25]2[CH:26]=[N:27][C:28]([C:31]([F:34])([F:33])[F:32])=[CH:29][CH:30]=2)[CH:11]=1)[CH3:2].[CH:36]1([C:39](Cl)=[O:40])[CH2:38][CH2:37]1, predict the reaction product. The product is: [CH2:1]([O:3][C:4](=[O:35])[CH2:5][C:6]1[CH:7]=[N:8][CH:9]=[C:10]([C:12]2[CH:17]=[CH:16][C:15]([C:18]([F:20])([F:21])[F:19])=[CH:14][C:13]=2[CH2:22][N:23]([C:39]([CH:36]2[CH2:38][CH2:37]2)=[O:40])[CH2:24][C:25]2[CH:26]=[N:27][C:28]([C:31]([F:32])([F:33])[F:34])=[CH:29][CH:30]=2)[CH:11]=1)[CH3:2].